This data is from Catalyst prediction with 721,799 reactions and 888 catalyst types from USPTO. The task is: Predict which catalyst facilitates the given reaction. (1) Reactant: [Cl:1][C:2]1[CH:3]=[C:4]([CH:25]=[CH:26][C:27]=1[NH:28][C:29]([NH:31][CH:32]1[CH2:34][CH2:33]1)=[O:30])[O:5][C:6]1[C:15]2[C:10](=[CH:11][C:12]([O:20][CH2:21][CH2:22][O:23][CH3:24])=[C:13]([C:16]([O:18]C)=[O:17])[CH:14]=2)[N:9]=[CH:8][CH:7]=1.[OH-].[Na+].CO.Cl. Product: [Cl:1][C:2]1[CH:3]=[C:4]([CH:25]=[CH:26][C:27]=1[NH:28][C:29]([NH:31][CH:32]1[CH2:34][CH2:33]1)=[O:30])[O:5][C:6]1[C:15]2[C:10](=[CH:11][C:12]([O:20][CH2:21][CH2:22][O:23][CH3:24])=[C:13]([C:16]([OH:18])=[O:17])[CH:14]=2)[N:9]=[CH:8][CH:7]=1. The catalyst class is: 7. (2) Reactant: Cl[C:2]1[N:12](C(C2C=CC=CC=2)(C2C=CC=CC=2)C2C=CC=CC=2)[C:5]2[CH:6]=[N:7][N:8]([CH3:11])[C:9](=[O:10])[C:4]=2[N:3]=1.[N:32]1([C:38]([O:40][C:41]([CH3:44])([CH3:43])[CH3:42])=[O:39])[CH2:37][CH2:36][NH:35][CH2:34][CH2:33]1. Product: [CH3:11][N:8]1[C:9](=[O:10])[C:4]2[NH:3][C:2]([N:35]3[CH2:34][CH2:33][N:32]([C:38]([O:40][C:41]([CH3:44])([CH3:43])[CH3:42])=[O:39])[CH2:37][CH2:36]3)=[N:12][C:5]=2[CH:6]=[N:7]1. The catalyst class is: 310. (3) Reactant: CS(O[CH2:6][CH:7]1[N:15]2[C:10](=[CH:11][C:12](=[O:29])[C:13]([O:27][CH3:28])=[C:14]2[C:16](=[O:26])[NH:17][CH2:18][C:19]2[CH:24]=[CH:23][C:22]([F:25])=[CH:21][CH:20]=2)[CH2:9][CH2:8]1)(=O)=O.C1C(=O)N([Br:37])C(=O)C1. Product: [Br:37][C:11]1[C:12](=[O:29])[C:13]([O:27][CH3:28])=[C:14]2[C:16](=[O:26])[N:17]([CH2:18][C:19]3[CH:24]=[CH:23][C:22]([F:25])=[CH:21][CH:20]=3)[CH2:6][CH:7]3[CH2:8][CH2:9][C:10]=1[N:15]23. The catalyst class is: 2. (4) Reactant: [Cl:1][C:2]1[N:7]=[N:6][C:5]([NH2:8])=[C:4]([O:9]C)[CH:3]=1.[Cl:11][C:12]1[CH:13]=[C:14]([S:19](Cl)(=[O:21])=[O:20])[CH:15]=[C:16]([Cl:18])[CH:17]=1.B(Br)(Br)Br.C(Cl)Cl. Product: [Cl:18][C:16]1[CH:15]=[C:14]([S:19]([NH:8][C:5]2[N:6]=[N:7][C:2]([Cl:1])=[CH:3][C:4]=2[OH:9])(=[O:20])=[O:21])[CH:13]=[C:12]([Cl:11])[CH:17]=1. The catalyst class is: 17. (5) Reactant: [CH2:1]([N:8]1[CH2:13][CH2:12][CH:11]([CH2:14][CH:15](O)[C:16]2[CH:21]=[CH:20][CH:19]=[CH:18][C:17]=2[O:22][CH2:23][CH:24]2[CH2:29][CH2:28][CH2:27][CH2:26][CH2:25]2)[CH2:10][CH2:9]1)[C:2]1[CH:7]=[CH:6][CH:5]=[CH:4][CH:3]=1.C1(C)C=CC(S(O)(=O)=O)=CC=1.C(=O)([O-])O.[Na+]. Product: [CH2:1]([N:8]1[CH2:9][CH2:10][CH:11](/[CH:14]=[CH:15]/[C:16]2[CH:21]=[CH:20][CH:19]=[CH:18][C:17]=2[O:22][CH2:23][CH:24]2[CH2:29][CH2:28][CH2:27][CH2:26][CH2:25]2)[CH2:12][CH2:13]1)[C:2]1[CH:3]=[CH:4][CH:5]=[CH:6][CH:7]=1. The catalyst class is: 11.